Dataset: Merck oncology drug combination screen with 23,052 pairs across 39 cell lines. Task: Regression. Given two drug SMILES strings and cell line genomic features, predict the synergy score measuring deviation from expected non-interaction effect. (1) Drug 1: CN(Cc1cnc2nc(N)nc(N)c2n1)c1ccc(C(=O)NC(CCC(=O)O)C(=O)O)cc1. Drug 2: CNC(=O)c1cc(Oc2ccc(NC(=O)Nc3ccc(Cl)c(C(F)(F)F)c3)cc2)ccn1. Cell line: T47D. Synergy scores: synergy=-13.6. (2) Drug 1: N#Cc1ccc(Cn2cncc2CN2CCN(c3cccc(Cl)c3)C(=O)C2)cc1. Drug 2: NC(=O)c1cccc2cn(-c3ccc(C4CCCNC4)cc3)nc12. Cell line: SW620. Synergy scores: synergy=6.50. (3) Drug 1: CCN(CC)CCNC(=O)c1c(C)[nH]c(C=C2C(=O)Nc3ccc(F)cc32)c1C. Drug 2: NC1(c2ccc(-c3nc4ccn5c(=O)[nH]nc5c4cc3-c3ccccc3)cc2)CCC1. Cell line: HT144. Synergy scores: synergy=23.4. (4) Drug 2: NC(=O)c1cccc2cn(-c3ccc(C4CCCNC4)cc3)nc12. Drug 1: COc1cc(C2c3cc4c(cc3C(OC3OC5COC(C)OC5C(O)C3O)C3COC(=O)C23)OCO4)cc(OC)c1O. Synergy scores: synergy=2.20. Cell line: OV90. (5) Drug 1: C=CCn1c(=O)c2cnc(Nc3ccc(N4CCN(C)CC4)cc3)nc2n1-c1cccc(C(C)(C)O)n1. Drug 2: O=C(O)C1(Cc2cccc(Nc3nccs3)n2)CCC(Oc2cccc(Cl)c2F)CC1. Cell line: NCIH460. Synergy scores: synergy=-2.65. (6) Drug 1: CC(=O)OC1C(=O)C2(C)C(O)CC3OCC3(OC(C)=O)C2C(OC(=O)c2ccccc2)C2(O)CC(OC(=O)C(O)C(NC(=O)c3ccccc3)c3ccccc3)C(C)=C1C2(C)C. Drug 2: CNC(=O)c1cc(Oc2ccc(NC(=O)Nc3ccc(Cl)c(C(F)(F)F)c3)cc2)ccn1. Cell line: EFM192B. Synergy scores: synergy=-15.6.